This data is from NCI-60 drug combinations with 297,098 pairs across 59 cell lines. The task is: Regression. Given two drug SMILES strings and cell line genomic features, predict the synergy score measuring deviation from expected non-interaction effect. (1) Synergy scores: CSS=32.8, Synergy_ZIP=0.0198, Synergy_Bliss=1.42, Synergy_Loewe=-10.3, Synergy_HSA=1.88. Drug 2: CC1=C(C=C(C=C1)C(=O)NC2=CC(=CC(=C2)C(F)(F)F)N3C=C(N=C3)C)NC4=NC=CC(=N4)C5=CN=CC=C5. Cell line: TK-10. Drug 1: C1=CC(=C2C(=C1NCCNCCO)C(=O)C3=C(C=CC(=C3C2=O)O)O)NCCNCCO. (2) Drug 1: CC12CCC3C(C1CCC2=O)CC(=C)C4=CC(=O)C=CC34C. Drug 2: CC1=C(C(=O)C2=C(C1=O)N3CC4C(C3(C2COC(=O)N)OC)N4)N. Cell line: NCI-H322M. Synergy scores: CSS=23.0, Synergy_ZIP=-10.4, Synergy_Bliss=-4.95, Synergy_Loewe=-10.4, Synergy_HSA=-5.19.